From a dataset of Forward reaction prediction with 1.9M reactions from USPTO patents (1976-2016). Predict the product of the given reaction. (1) Given the reactants [F:1][C:2]1[CH:7]=[C:6]([F:8])[CH:5]=[CH:4][C:3]=1[N:9]1[C:13]([C:14]2[S:23][C:22]3[C:21]4[N:24]=[C:25]([NH:28][CH2:29][CH:30]5[CH2:34][O:33]C(C)(C)[O:31]5)[CH:26]=[CH:27][C:20]=4[O:19][CH2:18][CH2:17][C:16]=3[CH:15]=2)=[N:12][CH:11]=[N:10]1, predict the reaction product. The product is: [F:1][C:2]1[CH:7]=[C:6]([F:8])[CH:5]=[CH:4][C:3]=1[N:9]1[C:13]([C:14]2[S:23][C:22]3[C:21]4[N:24]=[C:25]([NH:28][CH2:29][CH:30]([OH:31])[CH2:34][OH:33])[CH:26]=[CH:27][C:20]=4[O:19][CH2:18][CH2:17][C:16]=3[CH:15]=2)=[N:12][CH:11]=[N:10]1. (2) Given the reactants [Cl:1][C:2]1[N:7]=[C:6]([F:8])[C:5]([NH2:9])=[CH:4][CH:3]=1.[C:10](Cl)(=[O:12])[CH3:11].C(=O)(O)[O-].[Na+], predict the reaction product. The product is: [Cl:1][C:2]1[N:7]=[C:6]([F:8])[C:5]([NH:9][C:10](=[O:12])[CH3:11])=[CH:4][CH:3]=1. (3) The product is: [NH2:13][C:8]1[C:7]2[C:11](=[CH:12][C:4]([F:3])=[CH:5][C:6]=2[O:14][CH3:15])[N:10]([CH2:17][C:18]2[CH:19]=[C:20]([CH:23]=[CH:24][CH:25]=2)[C:21]#[N:22])[N:9]=1. Given the reactants [OH-].[K+].[F:3][C:4]1[CH:12]=[C:11]2[C:7]([C:8]([NH2:13])=[N:9][NH:10]2)=[C:6]([O:14][CH3:15])[CH:5]=1.Cl[CH2:17][C:18]1[CH:19]=[C:20]([CH:23]=[CH:24][CH:25]=1)[C:21]#[N:22].Cl, predict the reaction product. (4) Given the reactants FC(F)(F)S(O[C:7]1[C@@:11]2([CH3:27])[CH2:12][CH2:13][C@H:14]3[C@H:23]([C@@H:10]2[CH2:9][CH:8]=1)[CH2:22][CH:21]=[C:20]1[C@:15]3([CH3:26])[CH2:16][CH2:17][C:18](=[O:25])[N:19]1[CH3:24])(=O)=O.[CH3:30][O:31][C:32]1[N:37]=[CH:36][C:35](B(O)O)=[CH:34][CH:33]=1, predict the reaction product. The product is: [CH3:30][O:31][C:32]1[N:37]=[CH:36][C:35]([C:7]2[C@@:11]3([CH3:27])[CH2:12][CH2:13][C@H:14]4[C@H:23]([C@@H:10]3[CH2:9][CH:8]=2)[CH2:22][CH:21]=[C:20]2[C@:15]4([CH3:26])[CH2:16][CH2:17][C:18](=[O:25])[N:19]2[CH3:24])=[CH:34][CH:33]=1. (5) Given the reactants [F:1][C:2]([F:20])([F:19])[C:3]([N:5]1[CH2:14][CH2:13][C:12]2[C:7](=[CH:8][C:9]([N+:16]([O-:18])=[O:17])=[CH:10][C:11]=2I)[CH2:6]1)=[O:4].[Cl:21][C:22]1[CH:27]=[CH:26][CH:25]=[CH:24][C:23]=1B(O)O.C(=O)([O-])[O-].[K+].[K+], predict the reaction product. The product is: [Cl:21][C:22]1[CH:27]=[CH:26][CH:25]=[CH:24][C:23]=1[C:11]1[CH:10]=[C:9]([N+:16]([O-:18])=[O:17])[CH:8]=[C:7]2[C:12]=1[CH2:13][CH2:14][N:5]([C:3](=[O:4])[C:2]([F:20])([F:19])[F:1])[CH2:6]2. (6) Given the reactants [CH2:1]([O:3][C:4](=[O:28])[CH2:5][N:6]1[C:14]2[CH2:13][CH2:12][CH2:11][C@@H:10]([N:15]([S:17]([C:20]3[CH:21]=[N:22][C:23](Cl)=[C:24]([Br:26])[CH:25]=3)(=[O:19])=[O:18])[CH3:16])[C:9]=2[CH:8]=[N:7]1)[CH3:2].[H-].[Na+].[Cl:31][C:32]1[CH:37]=[CH:36][C:35]([OH:38])=[CH:34][CH:33]=1.Cl, predict the reaction product. The product is: [CH2:1]([O:3][C:4](=[O:28])[CH2:5][N:6]1[C:14]2[CH2:13][CH2:12][CH2:11][C@@H:10]([N:15]([S:17]([C:20]3[CH:21]=[N:22][C:23]([O:38][C:35]4[CH:36]=[CH:37][C:32]([Cl:31])=[CH:33][CH:34]=4)=[C:24]([Br:26])[CH:25]=3)(=[O:18])=[O:19])[CH3:16])[C:9]=2[CH:8]=[N:7]1)[CH3:2]. (7) Given the reactants [C:1]([C:3]1[CH:10]=[CH:9][C:6]([CH:7]=O)=[CH:5][CH:4]=1)#[N:2].[CH3:11][O:12][C:13]1[CH:14]=[C:15]([CH:19]=[CH:20][C:21]=1[O:22][CH3:23])[CH2:16][C:17]#[N:18], predict the reaction product. The product is: [C:17](/[C:16](/[C:15]1[CH:19]=[CH:20][C:21]([O:22][CH3:23])=[C:13]([O:12][CH3:11])[CH:14]=1)=[CH:7]\[C:6]1[CH:9]=[CH:10][C:3]([C:1]#[N:2])=[CH:4][CH:5]=1)#[N:18]. (8) Given the reactants [OH-].[Na+].C[O:4][C:5](=[O:34])[CH2:6][CH2:7][C:8]1[CH:13]=[CH:12][C:11]([O:14][CH2:15][CH2:16][C@@H:17]([O:19][C:20]2[C:25]([C:26]3[CH:27]=[N:28][CH:29]=[CH:30][CH:31]=3)=[CH:24][C:23]([Cl:32])=[CH:22][N:21]=2)[CH3:18])=[CH:10][C:9]=1[CH3:33].Cl, predict the reaction product. The product is: [Cl:32][C:23]1[CH:24]=[C:25]([C:26]2[CH:27]=[N:28][CH:29]=[CH:30][CH:31]=2)[C:20]([O:19][C@@H:17]([CH3:18])[CH2:16][CH2:15][O:14][C:11]2[CH:12]=[CH:13][C:8]([CH2:7][CH2:6][C:5]([OH:34])=[O:4])=[C:9]([CH3:33])[CH:10]=2)=[N:21][CH:22]=1.